This data is from Reaction yield outcomes from USPTO patents with 853,638 reactions. The task is: Predict the reaction yield, written as a fraction of the theoretical maximum amount of product (1.0 means a 100% yield; for example, 0.34 means a 34% yield). (1) The reactants are [CH:1]1[C:13]2[NH:12][C:11]3[C:6](=[CH:7][CH:8]=[CH:9][CH:10]=3)[C:5]=2[CH:4]=[CH:3][CH:2]=1.C[Mg]Cl.Cl[C:18]1[S:19][CH:20]=[CH:21][CH:22]=1.[Cl-].[NH4+]. The catalyst is CC1(P(C(C)(C)C)C(C)(C)C)C(C2C=CC=CC=2)(C2C=CC=CC=2)C1.O.C1COCC1. The product is [CH:10]1[C:11]2[N:12]([C:18]3[S:19][CH:20]=[CH:21][CH:22]=3)[C:13]3[C:5](=[CH:4][CH:3]=[CH:2][CH:1]=3)[C:6]=2[CH:7]=[CH:8][CH:9]=1. The yield is 0.979. (2) The reactants are O[C:2]1[C:3]2[C:10]3[CH:11]=[C:12]([C:15]([O:17][CH2:18][CH3:19])=[O:16])[CH:13]=[CH:14][C:9]=3[S:8][C:4]=2[N:5]=[CH:6][N:7]=1.O=P(Cl)(Cl)[Cl:22]. The catalyst is O1CCOCC1. The product is [Cl:22][C:2]1[C:3]2[C:10]3[CH:11]=[C:12]([C:15]([O:17][CH2:18][CH3:19])=[O:16])[CH:13]=[CH:14][C:9]=3[S:8][C:4]=2[N:5]=[CH:6][N:7]=1. The yield is 0.770. (3) The yield is 0.990. The catalyst is CO. The reactants are [BH4-].[Na+].[Br:3][C:4]1[CH:5]=[CH:6][C:7]([Cl:13])=[C:8]([C:10](=[O:12])[CH3:11])[CH:9]=1. The product is [Br:3][C:4]1[CH:5]=[CH:6][C:7]([Cl:13])=[C:8]([CH:10]([OH:12])[CH3:11])[CH:9]=1. (4) The reactants are [ClH:1].Cl.[N:3]1([C:9]2[C:18]3[C:13](=[CH:14][CH:15]=[CH:16][CH:17]=3)[N:12]=[CH:11][N:10]=2)[CH2:8][CH2:7][NH:6][CH2:5][CH2:4]1.C(OC([NH:26][C@@H:27]([C:31]([C:34]1[CH:39]=[CH:38][C:37]([Cl:40])=[CH:36][CH:35]=1)([CH3:33])[CH3:32])[C:28](O)=[O:29])=O)(C)(C)C.ON1C2C=CC=CC=2N=N1.CCN=C=NCCCN(C)C.C(N(CC)CC)C.Cl.O1CCOCC1. The catalyst is CN(C=O)C. The product is [ClH:40].[ClH:1].[NH2:26][C@H:27]([C:31]([C:34]1[CH:35]=[CH:36][C:37]([Cl:40])=[CH:38][CH:39]=1)([CH3:33])[CH3:32])[C:28]([N:6]1[CH2:7][CH2:8][N:3]([C:9]2[C:18]3[C:13](=[CH:14][CH:15]=[CH:16][CH:17]=3)[N:12]=[CH:11][N:10]=2)[CH2:4][CH2:5]1)=[O:29]. The yield is 0.730. (5) The yield is 0.713. The reactants are C([O:3][C:4]([C:6]1[NH:10][C:9]2[CH:11]=[C:12]([CH2:14][C:15]3[CH:20]=[CH:19][CH:18]=[CH:17][CH:16]=3)[S:13][C:8]=2[CH:7]=1)=[O:5])C.[CH2:14]([C:12]1[S:13][C:8]2[CH:7]=[C:6]([C:4]([OH:3])=[O:5])[NH:10][C:9]=2[CH:11]=1)[C:15]1[CH:20]=[CH:19][CH:18]=[CH:17][CH:16]=1.O.[OH-].[K+].CCOC(C)=O. The catalyst is CO. The product is [CH2:14]([C:12]1[S:13][C:8]2[CH:7]=[C:6]([C:4]([OH:5])=[O:3])[NH:10][C:9]=2[CH:11]=1)[C:15]1[CH:16]=[CH:17][CH:18]=[CH:19][CH:20]=1.